From a dataset of Catalyst prediction with 721,799 reactions and 888 catalyst types from USPTO. Predict which catalyst facilitates the given reaction. Reactant: [F:1][C:2]1[CH:3]=[C:4]([C:9]2[C:18]3[C:13](=[CH:14][CH:15]=[CH:16][CH:17]=3)[C:12](=[O:19])[N:11]([CH3:20])[C:10]=2[CH2:21][OH:22])[CH:5]=[CH:6][C:7]=1[F:8]. Product: [F:1][C:2]1[CH:3]=[C:4]([C:9]2[C:18]3[C:13](=[CH:14][CH:15]=[CH:16][CH:17]=3)[C:12](=[O:19])[N:11]([CH3:20])[C:10]=2[CH:21]=[O:22])[CH:5]=[CH:6][C:7]=1[F:8]. The catalyst class is: 703.